From a dataset of Peptide-MHC class I binding affinity with 185,985 pairs from IEDB/IMGT. Regression. Given a peptide amino acid sequence and an MHC pseudo amino acid sequence, predict their binding affinity value. This is MHC class I binding data. (1) The peptide sequence is TTIKPVSYK. The MHC is HLA-A33:01 with pseudo-sequence HLA-A33:01. The binding affinity (normalized) is 0.541. (2) The peptide sequence is SFIISTLNK. The MHC is HLA-A68:01 with pseudo-sequence HLA-A68:01. The binding affinity (normalized) is 0.787. (3) The peptide sequence is ISLWGSLLK. The MHC is HLA-A80:01 with pseudo-sequence HLA-A80:01. The binding affinity (normalized) is 0.0847. (4) The peptide sequence is RLPGPSDTPIL. The MHC is HLA-A29:02 with pseudo-sequence HLA-A29:02. The binding affinity (normalized) is 0.00482.